This data is from Full USPTO retrosynthesis dataset with 1.9M reactions from patents (1976-2016). The task is: Predict the reactants needed to synthesize the given product. Given the product [C:28]12([CH2:12][NH:8][C:46]([C:45]3[C:41]([CH3:40])=[N:42][NH:43][CH:44]=3)=[O:48])[CH2:29][CH:30]3[CH2:31][CH:32]([CH2:33][CH:34]([CH2:36]3)[CH2:35]1)[CH2:37]2, predict the reactants needed to synthesize it. The reactants are: F[P-](F)(F)(F)(F)F.[N:8]1(O[P+](N(C)C)(N(C)C)N(C)C)[C:12]2C=CC=CC=2N=N1.[C:28]12(NC)[CH2:37][CH:32]3[CH2:33][CH:34]([CH2:36][CH:30]([CH2:31]3)[CH2:29]1)[CH2:35]2.[CH3:40][C:41]1[C:45]([C:46]([OH:48])=O)=[CH:44][NH:43][N:42]=1.CCN(C(C)C)C(C)C.